This data is from Catalyst prediction with 721,799 reactions and 888 catalyst types from USPTO. The task is: Predict which catalyst facilitates the given reaction. Reactant: C[Al](C)C.[CH2:5]([N:8]1[CH2:14][CH2:13][CH2:12][N:11]([C:15]2[N:20]=[CH:19][C:18]([C:21]([O:23]C)=O)=[CH:17][N:16]=2)[CH2:10][CH2:9]1)[CH:6]=[CH2:7].[CH3:25][O:26][C:27]1[CH:28]=[C:29]([CH2:35][CH2:36][C:37]2[CH:38]=[C:39]([NH2:42])[NH:40][N:41]=2)[CH:30]=[C:31]([O:33][CH3:34])[CH:32]=1. Product: [CH3:34][O:33][C:31]1[CH:30]=[C:29]([CH2:35][CH2:36][C:37]2[CH:38]=[C:39]([NH:42][C:21]([C:18]3[CH:19]=[N:20][C:15]([N:11]4[CH2:12][CH2:13][CH2:14][N:8]([CH2:5][CH:6]=[CH2:7])[CH2:9][CH2:10]4)=[N:16][CH:17]=3)=[O:23])[NH:40][N:41]=2)[CH:28]=[C:27]([O:26][CH3:25])[CH:32]=1. The catalyst class is: 11.